This data is from Full USPTO retrosynthesis dataset with 1.9M reactions from patents (1976-2016). The task is: Predict the reactants needed to synthesize the given product. (1) Given the product [Cl:17][C:15]1[CH:14]=[C:10]([CH:9]=[C:8]([Cl:7])[CH:16]=1)[C:11]([NH:18][C:19]1[CH:31]=[C:30]([CH2:32][CH2:33][C:34]2[CH:35]=[CH:36][CH:37]=[CH:38][CH:39]=2)[CH:29]=[CH:28][C:20]=1[C:21]([O:23][C:24]([CH3:27])([CH3:26])[CH3:25])=[O:22])=[O:13], predict the reactants needed to synthesize it. The reactants are: C(Cl)(=O)C(Cl)=O.[Cl:7][C:8]1[CH:9]=[C:10]([CH:14]=[C:15]([Cl:17])[CH:16]=1)[C:11]([OH:13])=O.[NH2:18][C:19]1[CH:31]=[C:30]([CH2:32][CH2:33][C:34]2[CH:39]=[CH:38][CH:37]=[CH:36][CH:35]=2)[CH:29]=[CH:28][C:20]=1[C:21]([O:23][C:24]([CH3:27])([CH3:26])[CH3:25])=[O:22].C(=O)([O-])O.[Na+]. (2) Given the product [Si:10]([O:23][CH2:24][CH2:25][CH2:26][CH2:27][CH2:28][CH2:29][CH2:30][CH2:31][CH2:32][CH2:33][CH2:34][CH2:35][CH2:36][C:37]#[C:38][CH2:39][OH:40])([C:6]([CH3:9])([CH3:8])[CH3:7])([C:17]1[CH:22]=[CH:21][CH:20]=[CH:19][CH:18]=1)[C:11]1[CH:16]=[CH:15][CH:14]=[CH:13][CH:12]=1, predict the reactants needed to synthesize it. The reactants are: [Li]CCCC.[C:6]([Si:10]([O:23][CH2:24][CH2:25][CH2:26][CH2:27][CH2:28][CH2:29][CH2:30][CH2:31][CH2:32][CH2:33][CH2:34][CH2:35][CH2:36][C:37]#[CH:38])([C:17]1[CH:22]=[CH:21][CH:20]=[CH:19][CH:18]=1)[C:11]1[CH:16]=[CH:15][CH:14]=[CH:13][CH:12]=1)([CH3:9])([CH3:8])[CH3:7].[CH2:39]=[O:40].